This data is from Full USPTO retrosynthesis dataset with 1.9M reactions from patents (1976-2016). The task is: Predict the reactants needed to synthesize the given product. (1) Given the product [C:12]([C:11]1[CH:10]=[N:9][CH:8]=[CH:7][C:6]=1[C:5]([F:16])([F:15])[F:4])#[N:13], predict the reactants needed to synthesize it. The reactants are: C[O-].[Na+].[F:4][C:5]([F:16])([F:15])[C:6](=O)[CH:7]=[CH:8][NH:9][CH:10]=[CH:11][C:12]#[N:13].O.CCCCCC.C(OCC)(=O)C. (2) The reactants are: [Br:1][C:2]1[CH:8]=[CH:7][C:5]([NH2:6])=[C:4](I)[CH:3]=1.[C:10]([O:14][CH2:15][CH3:16])(=[O:13])[CH:11]=[CH2:12].C(=O)(O)[O-].[Na+]. Given the product [NH2:6][C:5]1[CH:7]=[CH:8][C:2]([Br:1])=[CH:3][C:4]=1/[CH:12]=[CH:11]/[C:10]([O:14][CH2:15][CH3:16])=[O:13], predict the reactants needed to synthesize it. (3) Given the product [NH2:1][C:2]1[C:7]2[O:8][CH2:9][O:10][C:6]=2[C:5]([C:11]([N:17]2[CH:21]=[CH:20][N:19]=[CH:18]2)=[O:13])=[CH:4][C:3]=1[Cl:14], predict the reactants needed to synthesize it. The reactants are: [NH2:1][C:2]1[C:7]2[O:8][CH2:9][O:10][C:6]=2[C:5]([C:11]([OH:13])=O)=[CH:4][C:3]=1[Cl:14].C([N:17]1[CH:21]=[CH:20][N:19]=[CH:18]1)([N:17]1[CH:21]=[CH:20][N:19]=[CH:18]1)=O. (4) Given the product [CH2:1]([O:3][C:4]([C:6]1[N:7]([CH2:18][C:19]2[C:20]3[CH:27]=[C:26]([F:28])[CH:25]=[CH:24][C:21]=3[S:22][CH:23]=2)[C:8]2[C:13]([C:14]=1[CH2:15][NH:30][CH3:29])=[CH:12][C:11]([F:17])=[CH:10][CH:9]=2)=[O:5])[CH3:2], predict the reactants needed to synthesize it. The reactants are: [CH2:1]([O:3][C:4]([C:6]1[N:7]([CH2:18][C:19]2[C:20]3[CH:27]=[C:26]([F:28])[CH:25]=[CH:24][C:21]=3[S:22][CH:23]=2)[C:8]2[C:13]([C:14]=1[CH:15]=O)=[CH:12][C:11]([F:17])=[CH:10][CH:9]=2)=[O:5])[CH3:2].[CH3:29][NH2:30]. (5) Given the product [C:6]([O:5][C:1](=[O:4])[CH:2]=[CH2:3])([CH3:9])([CH3:8])[CH3:7].[CH:10]([N:12]1[CH2:13][CH2:3][CH2:2][C:1]1=[O:5])=[CH2:11], predict the reactants needed to synthesize it. The reactants are: [C:1]([O:5][C:6]([CH3:9])([CH3:8])[CH3:7])(=[O:4])[CH:2]=[CH2:3].[CH:10]([N:12]1CCC[C:13]1=O)=[CH2:11].C(OS([O-])(=O)=O)CCCCCCCCCCC.[Na+].[Na+].C(S([O-])(=O)=O)=C.CCOCC.S(OOS([O-])(=O)=O)([O-])(=O)=O.[Na+].[Na+].C(=O)(O)[O-].[Na+].S(=O)(=O)(O)[O-].[Na+]. (6) The reactants are: [NH2:1][CH2:2][CH2:3][CH2:4][N:5]1[CH2:10][CH2:9][CH:8]([C:11]2[CH:12]=[C:13]([NH:17][C:18](=[O:22])[CH:19]([CH3:21])[CH3:20])[CH:14]=[CH:15][CH:16]=2)[CH2:7][CH2:6]1.[C:23]1([CH:29]([C:33]2[CH:38]=[CH:37][CH:36]=[CH:35][CH:34]=2)[C:30](Cl)=[O:31])[CH:28]=[CH:27][CH:26]=[CH:25][CH:24]=1. Given the product [C:33]1([CH:29]([C:23]2[CH:24]=[CH:25][CH:26]=[CH:27][CH:28]=2)[C:30]([NH:1][CH2:2][CH2:3][CH2:4][N:5]2[CH2:10][CH2:9][CH:8]([C:11]3[CH:12]=[C:13]([NH:17][C:18](=[O:22])[CH:19]([CH3:20])[CH3:21])[CH:14]=[CH:15][CH:16]=3)[CH2:7][CH2:6]2)=[O:31])[CH:34]=[CH:35][CH:36]=[CH:37][CH:38]=1, predict the reactants needed to synthesize it. (7) Given the product [N:1]1[C:2]2[C:3](=[N:4][CH:5]=[C:6]([C:7]([O:9][CH3:10])=[O:8])[CH:11]=2)[NH:12][CH:13]=1, predict the reactants needed to synthesize it. The reactants are: [NH2:1][C:2]1[C:3]([NH2:12])=[N:4][CH:5]=[C:6]([CH:11]=1)[C:7]([O:9][CH3:10])=[O:8].[CH2:13](OC(OCC)OCC)C.